Task: Predict the reactants needed to synthesize the given product.. Dataset: Full USPTO retrosynthesis dataset with 1.9M reactions from patents (1976-2016) (1) Given the product [CH3:22][C:4]1[CH:5]=[C:6]([NH:8][C:9](=[O:10])[NH:11][CH2:12][CH2:13][N:14]2[CH2:19][CH2:18][CH:17]([N:20]([CH3:21])[S:29]([C:23]3[CH:28]=[CH:27][CH:26]=[CH:25][CH:24]=3)(=[O:31])=[O:30])[CH2:16][CH2:15]2)[CH:7]=[C:2]([CH3:1])[N:3]=1, predict the reactants needed to synthesize it. The reactants are: [CH3:1][C:2]1[CH:7]=[C:6]([NH:8][C:9]([NH:11][CH2:12][CH2:13][N:14]2[CH2:19][CH2:18][CH:17]([NH:20][CH3:21])[CH2:16][CH2:15]2)=[O:10])[CH:5]=[C:4]([CH3:22])[N:3]=1.[C:23]1([S:29](Cl)(=[O:31])=[O:30])[CH:28]=[CH:27][CH:26]=[CH:25][CH:24]=1. (2) Given the product [C:14]1([S:20]([N:8]2[C:4]3[N:5]=[CH:6][N:7]=[C:2]([Cl:1])[C:3]=3[C:10]([I:11])=[CH:9]2)(=[O:22])=[O:21])[CH:19]=[CH:18][CH:17]=[CH:16][CH:15]=1, predict the reactants needed to synthesize it. The reactants are: [Cl:1][C:2]1[C:3]2[C:10]([I:11])=[CH:9][NH:8][C:4]=2[N:5]=[CH:6][N:7]=1.[H-].[Na+].[C:14]1([S:20](Cl)(=[O:22])=[O:21])[CH:19]=[CH:18][CH:17]=[CH:16][CH:15]=1. (3) Given the product [C:1]([C:3]1[N:4]=[CH:5][N:6]2[C:15]=1[C@@H:14]([CH2:16][CH3:17])[N:13]([CH:18]([CH3:20])[CH3:19])[C:12]1[N:11]=[C:10]([NH:21][C:22]3[CH:30]=[CH:29][C:25]([C:26]([NH:46][C:45]4[CH:44]=[CH:43][C:42]([CH2:41][N:38]5[CH2:37][CH2:36][N:35]([CH3:34])[CH2:40][CH2:39]5)=[CH:48][CH:47]=4)=[O:27])=[CH:24][C:23]=3[O:31][CH3:32])[N:9]=[CH:8][C:7]2=1)#[N:2], predict the reactants needed to synthesize it. The reactants are: [C:1]([C:3]1[N:4]=[CH:5][N:6]2[C:15]=1[C@@H:14]([CH2:16][CH3:17])[N:13]([CH:18]([CH3:20])[CH3:19])[C:12]1[N:11]=[C:10]([NH:21][C:22]3[CH:30]=[CH:29][C:25]([C:26](O)=[O:27])=[CH:24][C:23]=3[O:31][CH3:32])[N:9]=[CH:8][C:7]2=1)#[N:2].Cl.[CH3:34][N:35]1[CH2:40][CH2:39][N:38]([CH2:41][C:42]2[CH:48]=[CH:47][C:45]([NH2:46])=[CH:44][CH:43]=2)[CH2:37][CH2:36]1. (4) Given the product [C:1]([CH2:3][C:4]([N:22]([C:15]1[C:16]([Cl:21])=[CH:17][C:18]([Cl:20])=[CH:19][C:14]=1[Cl:13])[NH2:23])=[O:6])#[N:2], predict the reactants needed to synthesize it. The reactants are: [C:1]([CH2:3][C:4]([OH:6])=O)#[N:2].P(Cl)(Cl)(Cl)(Cl)Cl.[Cl:13][C:14]1[CH:19]=[C:18]([Cl:20])[CH:17]=[C:16]([Cl:21])[C:15]=1[NH:22][NH2:23].O.